This data is from Forward reaction prediction with 1.9M reactions from USPTO patents (1976-2016). The task is: Predict the product of the given reaction. Given the reactants [NH2:1][C@@H:2]1[CH2:7][CH2:6][CH2:5][CH2:4][C@@H:3]1[NH:8][C:9]([C:11]1[N:12]=[C:13]([C:31]2[CH:36]=[CH:35][C:34]([Cl:37])=[CH:33][C:32]=2[Cl:38])[N:14]([C:17]2[CH:22]=[CH:21][C:20]([O:23]CC3C=CC=CC=3)=[CH:19][CH:18]=2)[C:15]=1[CH3:16])=[O:10].CSC.B(F)(F)F.O, predict the reaction product. The product is: [NH2:1][C@@H:2]1[CH2:7][CH2:6][CH2:5][CH2:4][C@@H:3]1[NH:8][C:9]([C:11]1[N:12]=[C:13]([C:31]2[CH:36]=[CH:35][C:34]([Cl:37])=[CH:33][C:32]=2[Cl:38])[N:14]([C:17]2[CH:18]=[CH:19][C:20]([OH:23])=[CH:21][CH:22]=2)[C:15]=1[CH3:16])=[O:10].